The task is: Predict the reactants needed to synthesize the given product.. This data is from Full USPTO retrosynthesis dataset with 1.9M reactions from patents (1976-2016). (1) Given the product [NH2:1][C:2]1[CH:3]=[CH:4][C:5]([F:12])=[C:6]([CH2:8][CH2:9][OH:10])[CH:7]=1, predict the reactants needed to synthesize it. The reactants are: [NH2:1][C:2]1[CH:3]=[CH:4][C:5]([F:12])=[C:6]([CH2:8][C:9](O)=[O:10])[CH:7]=1. (2) Given the product [CH3:1][C@H:2]1[N:7]2[C:8]([C:11]3([C:14]([F:15])([F:16])[F:17])[CH2:13][CH2:12]3)=[N:9][N:10]=[C:6]2[C@@H:5]([NH:18][C:42]([C:40]2[CH:41]=[C:36]3[CH2:35][C@@:27]4([C:28]5[C:29](=[N:30][CH:31]=[CH:32][CH:33]=5)[NH:34][C:26]4=[O:25])[CH2:45][C:37]3=[N:38][CH:39]=2)=[O:43])[CH2:4][C@H:3]1[C:19]1[CH:20]=[CH:21][CH:22]=[CH:23][CH:24]=1, predict the reactants needed to synthesize it. The reactants are: [CH3:1][C@H:2]1[N:7]2[C:8]([C:11]3([C:14]([F:17])([F:16])[F:15])[CH2:13][CH2:12]3)=[N:9][N:10]=[C:6]2[C@@H:5]([NH2:18])[CH2:4][C@H:3]1[C:19]1[CH:24]=[CH:23][CH:22]=[CH:21][CH:20]=1.[O:25]=[C:26]1[NH:34][C:29]2=[N:30][CH:31]=[CH:32][CH:33]=[C:28]2[C@@:27]21[CH2:45][C:37]1=[N:38][CH:39]=[C:40]([C:42](O)=[O:43])[CH:41]=[C:36]1[CH2:35]2.ON1C2N=CC=CC=2N=N1.CN1CCOCC1.Cl.CN(C)CCCN=C=NCC. (3) Given the product [OH:22][CH:17]([C:5]1[S:1][C:2]([C:6]([O:8][CH3:10])=[O:7])=[CH:3][CH:4]=1)[CH2:18][CH:19]([CH3:21])[CH3:20], predict the reactants needed to synthesize it. The reactants are: [S:1]1[CH:5]=[CH:4][CH:3]=[C:2]1[C:6]([OH:8])=[O:7].[Li+].[CH3:10]C([N-]C(C)C)C.[CH:17](=[O:22])[CH2:18][CH:19]([CH3:21])[CH3:20].O. (4) Given the product [CH2:10]([N:17]1[CH2:22][CH2:21][N:20]([CH2:23][C:24]2[CH:29]=[CH:28][CH:27]=[CH:26][CH:25]=2)[CH2:19][CH:18]1[CH2:30][F:7])[C:11]1[CH:16]=[CH:15][CH:14]=[CH:13][CH:12]=1, predict the reactants needed to synthesize it. The reactants are: C(N(S(F)(F)[F:7])CC)C.[CH2:10]([N:17]1[CH2:22][CH2:21][N:20]([CH2:23][C:24]2[CH:29]=[CH:28][CH:27]=[CH:26][CH:25]=2)[CH2:19][CH:18]1[CH2:30]O)[C:11]1[CH:16]=[CH:15][CH:14]=[CH:13][CH:12]=1.O.[OH-].[Na+].